Predict which catalyst facilitates the given reaction. From a dataset of Catalyst prediction with 721,799 reactions and 888 catalyst types from USPTO. (1) Reactant: C([O:4][C:5]([C:7]1([C:18]2([NH:21][C:22](=[O:29])[CH2:23][C:24]([O:26][CH2:27]C)=[O:25])[CH2:20][CH2:19]2)[CH2:10][N:9]([C:11]([O:13][C:14]([CH3:17])([CH3:16])[CH3:15])=[O:12])[CH2:8]1)=O)(C)C.[Na]. Product: [CH3:27][O:26][C:24]([CH:23]1[C:22](=[O:29])[NH:21][C:18]2([CH2:19][CH2:20]2)[C:7]2([CH2:8][N:9]([C:11]([O:13][C:14]([CH3:16])([CH3:17])[CH3:15])=[O:12])[CH2:10]2)[C:5]1=[O:4])=[O:25]. The catalyst class is: 224. (2) Reactant: S(=O)(=O)(O)O.[C:6]([OH:17])(=[O:16])[C:7]1[CH:15]=[CH:14][C:10]([C:11]([OH:13])=[O:12])=[CH:9][CH:8]=1.O1COCO[CH2:19]1. Product: [C:11]([C:10]1[CH:14]=[C:15]2[C:7](=[CH:8][CH:9]=1)[C:6](=[O:17])[O:16][CH2:19]2)([OH:13])=[O:12]. The catalyst class is: 6. (3) Reactant: C(OC([NH:8][C@@H:9]([CH:37]1[CH2:42][CH2:41][CH2:40][CH2:39][CH2:38]1)[C:10]([N:12]1[CH2:20][C@H:19]([O:21][CH2:22][C:23]2[CH:24]=[C:25]([C:29]3[CH:34]=[CH:33][CH:32]=[C:31]([CH:35]=[CH2:36])[CH:30]=3)[CH:26]=[CH:27][CH:28]=2)[CH2:18][C@H:13]1[C:14]([O:16][CH3:17])=[O:15])=[O:11])=O)(C)(C)C.[ClH:43]. Product: [ClH:43].[NH2:8][C@@H:9]([CH:37]1[CH2:38][CH2:39][CH2:40][CH2:41][CH2:42]1)[C:10]([N:12]1[CH2:20][C@H:19]([O:21][CH2:22][C:23]2[CH:24]=[C:25]([C:29]3[CH:34]=[CH:33][CH:32]=[C:31]([CH:35]=[CH2:36])[CH:30]=3)[CH:26]=[CH:27][CH:28]=2)[CH2:18][C@H:13]1[C:14]([O:16][CH3:17])=[O:15])=[O:11]. The catalyst class is: 12. (4) Reactant: [C:1]([O:5][C:6](=[O:23])[CH2:7][C@H:8]([NH:12][C:13]([O:15][CH2:16][C:17]1[CH:22]=[CH:21][CH:20]=[CH:19][CH:18]=1)=[O:14])[C:9]([OH:11])=O)([CH3:4])([CH3:3])[CH3:2].[B-](F)(F)(F)F.CCOC(C(C#N)=NOC(N(C)C)=[N+](C)C)=O.[CH2:46]([O:48][C:49]([N:51]1[CH2:56][CH2:55][NH:54][CH2:53][CH2:52]1)=[O:50])[CH3:47].C(=O)([O-])O.[Na+]. Product: [CH2:46]([O:48][C:49]([N:51]1[CH2:52][CH2:53][N:54]([C:9](=[O:11])[C@@H:8]([NH:12][C:13]([O:15][CH2:16][C:17]2[CH:22]=[CH:21][CH:20]=[CH:19][CH:18]=2)=[O:14])[CH2:7][C:6]([O:5][C:1]([CH3:2])([CH3:3])[CH3:4])=[O:23])[CH2:55][CH2:56]1)=[O:50])[CH3:47]. The catalyst class is: 3. (5) Reactant: C([O:8][C:9](=[O:37])[CH2:10][NH:11][C:12]([C:14]1[N:15]=[C:16]([C:32](=[O:36])[N:33]([CH3:35])[CH3:34])[C:17]2[C:22]([C:23]=1[O:24]CC1C=CC=CC=1)=[CH:21][CH:20]=[CH:19][CH:18]=2)=[O:13])C1C=CC=CC=1.CCOC(C)=O. The catalyst class is: 43. Product: [CH3:34][N:33]([CH3:35])[C:32]([C:16]1[C:17]2[C:22](=[CH:21][CH:20]=[CH:19][CH:18]=2)[C:23]([OH:24])=[C:14]([C:12]([NH:11][CH2:10][C:9]([OH:37])=[O:8])=[O:13])[N:15]=1)=[O:36]. (6) Reactant: [Cl:1][C:2]1[CH:3]=[C:4]2[C:8](=[CH:9][CH:10]=1)[N:7]([C:11]1[CH:16]=[CH:15][C:14]([OH:17])=[CH:13][CH:12]=1)[C:6]([CH3:18])=[C:5]2[CH:19]=O.Cl.[NH2:22][OH:23].CO. Product: [Cl:1][C:2]1[CH:3]=[C:4]2[C:8](=[CH:9][CH:10]=1)[N:7]([C:11]1[CH:16]=[CH:15][C:14]([OH:17])=[CH:13][CH:12]=1)[C:6]([CH3:18])=[C:5]2[CH:19]=[N:22][OH:23]. The catalyst class is: 17. (7) Reactant: Br.C([N:9]1[C:13]2=[C:14]([N+:29]([O-:31])=[O:30])[C:15]([NH:20][C:21]3[CH:26]=[CH:25][C:24]([Br:27])=[CH:23][C:22]=3[F:28])=[C:16]([CH3:19])[C:17](=[O:18])[N:12]2[CH2:11][CH2:10]1)C1C=CC=CC=1.C(OC(=O)C)C. Product: [Br:27][C:24]1[CH:25]=[CH:26][C:21]([NH:20][C:15]2[C:14]([N+:29]([O-:31])=[O:30])=[C:13]3[NH:9][CH2:10][CH2:11][N:12]3[C:17](=[O:18])[C:16]=2[CH3:19])=[C:22]([F:28])[CH:23]=1. The catalyst class is: 15. (8) Reactant: C[O:2][C:3]1[CH:8]=[CH:7][CH:6]=[C:5]([O:9]C)[C:4]=1[C:11]1[C:16]2[S:17][C:18]3[CH:23]=[CH:22][CH:21]=[CH:20][C:19]=3[C:15]=2[CH:14]=[CH:13][CH:12]=1.Cl.[NH+]1C=CC=CC=1. Product: [CH:14]1[C:15]2[C:19]3[CH:20]=[CH:21][CH:22]=[CH:23][C:18]=3[S:17][C:16]=2[C:11]([C:4]2[C:5]([OH:9])=[CH:6][CH:7]=[CH:8][C:3]=2[OH:2])=[CH:12][CH:13]=1. The catalyst class is: 6.